From a dataset of Forward reaction prediction with 1.9M reactions from USPTO patents (1976-2016). Predict the product of the given reaction. (1) Given the reactants CN(CCOC1C=CC(C[CH:17]2[S:21][C:20](=[O:22])[NH:19][C:18]2=[O:23])=CC=1)C1C=CC=CN=1.[C:26]([OH:35])(=[O:34])[C@H:27]([C@@H:29]([C:31]([OH:33])=[O:32])[OH:30])[OH:28].CC(C)=O, predict the reaction product. The product is: [C:31]([C@H:29]([C@@H:27]([C:26]([OH:35])=[O:34])[OH:28])[OH:30])([OH:33])=[O:32].[S:21]1[CH2:17][C:18](=[O:23])[NH:19][C:20]1=[O:22]. (2) Given the reactants Br.Br[CH2:3][C:4]([C:6]1[CH:11]=[CH:10][N:9]=[CH:8][CH:7]=1)=O.[C:12]([C:15]1[CH:20]=[CH:19][C:18]([NH:21][C:22]([NH2:24])=[S:23])=[CH:17][CH:16]=1)(=[O:14])[CH3:13].N, predict the reaction product. The product is: [N:9]1[CH:10]=[CH:11][C:6]([C:4]2[N:24]=[C:22]([NH:21][C:18]3[CH:19]=[CH:20][C:15]([C:12](=[O:14])[CH3:13])=[CH:16][CH:17]=3)[S:23][CH:3]=2)=[CH:7][CH:8]=1. (3) Given the reactants [N+:1]([C:4]1[CH:5]=[C:6]2[C:11](=[CH:12][CH:13]=1)[NH:10][C:9](=[O:14])[CH:8]=[C:7]2[C:15]([F:18])([F:17])[F:16])([O-:3])=[O:2].[OH-].[K+].[CH3:21]I, predict the reaction product. The product is: [CH3:21][N:10]1[C:11]2[C:6](=[CH:5][C:4]([N+:1]([O-:3])=[O:2])=[CH:13][CH:12]=2)[C:7]([C:15]([F:18])([F:16])[F:17])=[CH:8][C:9]1=[O:14].